From a dataset of HIV replication inhibition screening data with 41,000+ compounds from the AIDS Antiviral Screen. Binary Classification. Given a drug SMILES string, predict its activity (active/inactive) in a high-throughput screening assay against a specified biological target. (1) The drug is CN(CCO)c1cnn(CCO)c(=O)c1Cl. The result is 0 (inactive). (2) The compound is CCOC(=O)C(Br)=CSCCC(=O)O. The result is 0 (inactive). (3) The drug is CCN(CC)CCn1c(Cc2ccc(OC)c(OC)c2)nc2ccccc21.Cl. The result is 0 (inactive). (4) The molecule is Nc1ncnc2c1ncn2C(=O)NC12CC3CC(CC(C3)C1)C2. The result is 0 (inactive). (5) The compound is NCC1Nc2ccccc2C(O)C1O. The result is 0 (inactive).